This data is from Forward reaction prediction with 1.9M reactions from USPTO patents (1976-2016). The task is: Predict the product of the given reaction. Given the reactants [C:1]([O:5][C:6](=[O:17])[CH2:7][O:8][C:9]1[CH:14]=[CH:13][C:12](Cl)=[CH:11][C:10]=1[Br:16])([CH3:4])([CH3:3])[CH3:2].BrC1C(O)=CC=C(C)[N:20]=1, predict the reaction product. The product is: [C:1]([O:5][C:6](=[O:17])[CH2:7][O:8][C:9]1[C:10]([Br:16])=[N:20][C:12]([CH3:11])=[CH:13][CH:14]=1)([CH3:4])([CH3:3])[CH3:2].